Dataset: Full USPTO retrosynthesis dataset with 1.9M reactions from patents (1976-2016). Task: Predict the reactants needed to synthesize the given product. (1) Given the product [ClH:24].[S:1]([N:11]1[C:15]2=[N:16][CH:17]=[C:18]([C:20]([OH:22])=[O:21])[N:19]=[C:14]2[CH:13]=[CH:12]1)([C:4]1[CH:5]=[CH:6][C:7]([CH3:8])=[CH:9][CH:10]=1)(=[O:3])=[O:2], predict the reactants needed to synthesize it. The reactants are: [S:1]([N:11]1[C:15]2=[N:16][CH:17]=[C:18]([C:20]([O:22]C)=[O:21])[N:19]=[C:14]2[CH:13]=[CH:12]1)([C:4]1[CH:10]=[CH:9][C:7]([CH3:8])=[CH:6][CH:5]=1)(=[O:3])=[O:2].[ClH:24]. (2) Given the product [CH3:1][C:2]1[C:7]([NH2:8])=[CH:6][N:5]=[C:4]2[N:11]([S:14]([C:17]3[CH:18]=[CH:19][CH:20]=[CH:21][CH:22]=3)(=[O:16])=[O:15])[CH:12]=[CH:13][C:3]=12, predict the reactants needed to synthesize it. The reactants are: [CH3:1][C:2]1[C:7]([N+:8]([O-])=O)=[CH:6][N:5]=[C:4]2[N:11]([S:14]([C:17]3[CH:22]=[CH:21][CH:20]=[CH:19][CH:18]=3)(=[O:16])=[O:15])[CH:12]=[CH:13][C:3]=12.[H][H].